The task is: Predict the product of the given reaction.. This data is from Forward reaction prediction with 1.9M reactions from USPTO patents (1976-2016). (1) Given the reactants Cl[C:2]1[N:10]=[CH:9][C:8]2[NH:7][C:6]3[N:11]=[CH:12][C:13]([C:15]4[CH:20]=[CH:19][C:18]([CH2:21][N:22]5[CH2:27][CH2:26][CH2:25][CH2:24][CH2:23]5)=[CH:17][CH:16]=4)=[CH:14][C:5]=3[C:4]=2[CH:3]=1.[N:28]1[CH:33]=[C:32](B(O)O)[CH:31]=[N:30][CH:29]=1, predict the reaction product. The product is: [N:28]1[CH:33]=[C:32]([C:2]2[N:10]=[CH:9][C:8]3[NH:7][C:6]4[N:11]=[CH:12][C:13]([C:15]5[CH:16]=[CH:17][C:18]([CH2:21][N:22]6[CH2:23][CH2:24][CH2:25][CH2:26][CH2:27]6)=[CH:19][CH:20]=5)=[CH:14][C:5]=4[C:4]=3[CH:3]=2)[CH:31]=[N:30][CH:29]=1. (2) Given the reactants [C:1]1([NH:7][C:8]([N:10]2[CH2:15][CH2:14][NH:13][CH2:12][CH2:11]2)=[O:9])[CH:6]=[CH:5][CH:4]=[CH:3][CH:2]=1.[CH3:16][C:17]1[CH:18]=[C:19]([CH:22]=[CH:23][C:24]=1[CH3:25])[CH:20]=O, predict the reaction product. The product is: [C:1]1([NH:7][C:8]([N:10]2[CH2:15][CH2:14][N:13]([CH2:20][C:19]3[CH:22]=[CH:23][C:24]([CH3:25])=[C:17]([CH3:16])[CH:18]=3)[CH2:12][CH2:11]2)=[O:9])[CH:6]=[CH:5][CH:4]=[CH:3][CH:2]=1. (3) Given the reactants [F:1][C:2]1[CH:7]=[C:6]([O:8][CH3:9])[CH:5]=[CH:4][C:3]=1/[CH:10]=[CH:11]/[C:12]([O:14][CH2:15][CH3:16])=[O:13].O1CCCC1, predict the reaction product. The product is: [F:1][C:2]1[CH:7]=[C:6]([O:8][CH3:9])[CH:5]=[CH:4][C:3]=1[CH2:10][CH2:11][C:12]([O:14][CH2:15][CH3:16])=[O:13]. (4) Given the reactants C([C:3]1[CH:11]=[CH:10][C:9]2[N:8](CC)[C:7]3[CH2:14][CH2:15][CH2:16][C:6]=3[C:5]=2[CH:4]=1)#N.CC(C[AlH]C[CH:23]([CH3:25])C)C.[C:26](C(C(C([O-])=O)O)O)([O-])=[O:27].[K+].[Na+], predict the reaction product. The product is: [CH2:23]([C:16]1[C:6]2[C:7]([N:8]=[C:9]3[C:5]=2[CH:4]=[CH:3][CH:11]=[C:10]3[CH:26]=[O:27])=[CH:14][CH:15]=1)[CH3:25]. (5) Given the reactants I[C:2]([F:6])=[C:3]([F:5])[F:4].C([Li])(CC)C.Cl[Si:13]([O:20][CH2:21][CH3:22])([O:17][CH2:18][CH3:19])[O:14][CH2:15][CH3:16], predict the reaction product. The product is: [F:6][C:2]([Si:13]([O:20][CH2:21][CH3:22])([O:17][CH2:18][CH3:19])[O:14][CH2:15][CH3:16])=[C:3]([F:5])[F:4].